Task: Binary Classification. Given a miRNA mature sequence and a target amino acid sequence, predict their likelihood of interaction.. Dataset: Experimentally validated miRNA-target interactions with 360,000+ pairs, plus equal number of negative samples (1) The miRNA is hsa-miR-5693 with sequence GCAGUGGCUCUGAAAUGAACUC. The protein sequence of the target gene is MVCGGFACSKNALCALNVVYMLVSLLLIGVAAWGKGLGLVSSIHIIGGVIAVGVFLLLIAVAGLVGAVNHHQVLLFFYMIILGLVFIFQFVISCSCLAINRSKQTDVINASWWVMSNKTRDELERSFDCCGLFNLTTLYQQDYDFCTAICKSQSPTCQMCGEKFLKHSDEALKILGGVGLFFSFTEILGVWLAMRFRNQKDPRANPSAFL. Result: 1 (interaction). (2) The miRNA is mmu-miR-1188-5p with sequence UGGUGUGAGGUUGGGCCAGGA. The protein sequence of the target gene is MKLPLTFCRLLSRLNRFSVKASPPVSFSTFSYLCSQKKKNSYEAVDQAKYSRLVRSVLSRGPAQTPESLFKEDDVLYGPVSKHKAAEPEPQARVPQHCFPIFNEERTGKPHTDASSSPLKIPLQRNSIPSVTRILQQTMPPEQSFFLERWKERMVLELGEDGFAEYTSNVFLQGKQFHKALESILSPQENLTGGEEHPQCGYIESIQHILTEISGVQALESAVQHEALKYVGLLDCVAEYRGKLCVIDWKTSEKPKPLIRNTYDNPLQVVAYMGAVNHDAHYSFQVQCGLIVVAYKDGSP.... Result: 0 (no interaction). (3) The miRNA is mmu-miR-1192 with sequence AAACAAACAAACAGACCAAAUU. The protein sequence of the target gene is MGPLMVLFCLLFLYPGLADSAPSCPQNVNISGGTFTLSHGWAPGSLLTYSCPQGLYPSPASRLCKSSGQWQTPGATRSLSKAVCKPVRCPAPVSFENGIYTPRLGSYPVGGNVSFECEDGFILRGSPVRQCRPNGMWDGETAVCDNGAGHCPNPGISLGAVRTGFRFGHGDKVRYRCSSNLVLTGSSERECQGNGVWSGTEPICRQPYSYDFPEDVAPALGTSFSHMLGATNPTQKTKESLGRKIQIQRSGHLNLYLLLDCSQSVSENDFLIFKESASLMVDRIFSFEINVSVAIITFAS.... Result: 0 (no interaction). (4) The miRNA is hsa-miR-4695-5p with sequence CAGGAGGCAGUGGGCGAGCAGG. The protein sequence of the target gene is MTSPVLVDIREEVTCPICLELLTEPLSIDCGHSFCQACITPNGRESVIGQEGERSCPVCQTSYQPGNLRPNRHLANIVRRLREVVLGPGKQLKAVLCADHGEKLQLFCQEDGKVICWLCERSQEHRGHHTFLVEEVAQEYQEKFQESLKKLKNEEQEAEKLTAFIREKKTSWKNQMEPERCRIQTEFNQLRNILDRVEQRELKKLEQEEKKGLRIIEEAENDLVHQTQSLRELISDLERRCQGSTMELLQDVSDVTERSEFWTLRKPEALPTKLRSMFRAPDLKRMLRVCRELTDVQSYW.... Result: 1 (interaction). (5) The miRNA is cel-miR-124-3p with sequence UAAGGCACGCGGUGAAUGCCA. The protein sequence of the target gene is MASEAPSPPSPSPPPPASPEPELAQLRRKVEKLERELRSCRRQVREVEKLLQHTERLYRNAESDNQELRTQVEELSKILHCGKNEDNPKSDVEVQTESQAPWAISDYYYQTCYNDDSLPSKETELCVQQSQCAQASALDPQDESHIDSGSYAGADATEGVSHRQEDAVTSDSQESVSALAEGPALEGSSLAESLRAAAEAAVSQTGFTYDESTGLYFDHSTGFYYDSENQLYYDPSTGIYYYCDVESGRYQFHSRVDLQPYQTSSTKPNRERRLKKRRKEPGFYTANEEKDLSSEDQKVC.... Result: 0 (no interaction). (6) The miRNA is hsa-miR-4428 with sequence CAAGGAGACGGGAACAUGGAGC. The protein sequence of the target gene is MVPSREALLGPGTTAIRCPKKLQNQNYKGHGLSKGKEREQRASIRFKTTLMNTLMDVLRHRPGWVEVKDEGEWDFYWCDVSWLRENFDHTYMDEHVRISHFRNHYELTRKNYMVKNLKRFRKQLEREAGKLEAAKCDFFPKTFEMPCEYHLFVEEFRKNPGITWIMKPVARSQGKGIFLFRRLKDIVDWRKDTRSSDDQKDDIPVENYVAQRYIENPYLIGGRKFDLRVYVLVMSVFAECLLWSGHRRQDVHLTNVAVQKTSPDYHPKKGCKWTLQRFRQYLASKHGPEAVETLFRDIDN.... Result: 1 (interaction). (7) The miRNA is hsa-miR-1268b with sequence CGGGCGUGGUGGUGGGGGUG. The protein sequence of the target gene is MSLQYGAEETPLAGSYGAADSFPKDFGYGVEEEEEEAAAAGGGVGAGAGGGCGPGGADSSKPRILLMGLRRSGKSSIQKVVFHKMSPNETLFLESTNKIYKDDISNSSFVNFQIWDFPGQMDFFDPTFDYEMIFRGTGALIYVIDAQDDYMEALTRLHITVSKAYKVNPDMNFEVFIHKVDGLSDDHKIETQRDIHQRANDDLADAGLEKLHLSFYLTSIYDHSIFEAFSKVVQKLIPQLPTLENLLNIFISNSGIEKAFLFDVVSKIYIATDSSPVDMQSYELCCDMIDVVIDVSCIYG.... Result: 0 (no interaction).